From a dataset of Reaction yield outcomes from USPTO patents with 853,638 reactions. Predict the reaction yield, written as a fraction of the theoretical maximum amount of product (1.0 means a 100% yield; for example, 0.34 means a 34% yield). (1) The reactants are [O:1]1[CH2:3][CH:2]1[CH2:4][N:5]1[CH:9]=[C:8]([C:10]2[CH:15]=[N:14][CH:13]=[CH:12][N:11]=2)[C:7]([C:16]2[CH:21]=[CH:20][C:19]([C:22]([F:25])([F:24])[F:23])=[CH:18][CH:17]=2)=[N:6]1.[NH:26]1[CH2:31][CH2:30][CH:29]([N:32]2[C:37]3[CH:38]=[CH:39][CH:40]=[CH:41][C:36]=3[O:35][CH2:34][C:33]2=[O:42])[CH2:28][CH2:27]1.C(N(CC)CC)C. The catalyst is CCO. The product is [OH:1][CH:2]([CH2:4][N:5]1[CH:9]=[C:8]([C:10]2[CH:15]=[N:14][CH:13]=[CH:12][N:11]=2)[C:7]([C:16]2[CH:21]=[CH:20][C:19]([C:22]([F:24])([F:25])[F:23])=[CH:18][CH:17]=2)=[N:6]1)[CH2:3][N:26]1[CH2:27][CH2:28][CH:29]([N:32]2[C:37]3[CH:38]=[CH:39][CH:40]=[CH:41][C:36]=3[O:35][CH2:34][C:33]2=[O:42])[CH2:30][CH2:31]1. The yield is 0.210. (2) The reactants are [CH3:1][O:2][C:3]1[CH:14]=[CH:13][C:6](/[CH:7]=[CH:8]/[S:9](Cl)(=[O:11])=[O:10])=[CH:5][CH:4]=1.[S:15]([NH2:25])(=[O:24])([C:17]1[CH:22]=[CH:21][C:20]([NH2:23])=[CH:19][CH:18]=1)=[O:16]. No catalyst specified. The product is [CH3:1][O:2][C:3]1[CH:14]=[CH:13][C:6](/[CH:7]=[CH:8]/[S:9]([NH:23][C:20]2[CH:21]=[CH:22][C:17]([S:15](=[O:24])(=[O:16])[NH2:25])=[CH:18][CH:19]=2)(=[O:11])=[O:10])=[CH:5][CH:4]=1. The yield is 0.462. (3) The reactants are [Cl:1][C:2]1[CH:7]=[C:6]([O:8][C:9]2[C:18]3[C:13](=[CH:14][C:15]([O:21][CH2:22][CH:23]4[CH2:28][CH2:27][NH:26][CH2:25][CH2:24]4)=[C:16]([C:19]#[N:20])[CH:17]=3)[N:12]=[CH:11][CH:10]=2)[CH:5]=[CH:4][C:3]=1[NH:29][C:30]([NH:32][CH:33]1[CH2:35][CH2:34]1)=[O:31].C=O.[C:38](O)(=O)C.C([BH3-])#N.[Na+].C(=O)(O)[O-].[Na+]. The catalyst is O1CCCC1.CO.C(OCC)(=O)C. The product is [Cl:1][C:2]1[CH:7]=[C:6]([O:8][C:9]2[C:18]3[C:13](=[CH:14][C:15]([O:21][CH2:22][CH:23]4[CH2:24][CH2:25][N:26]([CH3:38])[CH2:27][CH2:28]4)=[C:16]([C:19]#[N:20])[CH:17]=3)[N:12]=[CH:11][CH:10]=2)[CH:5]=[CH:4][C:3]=1[NH:29][C:30]([NH:32][CH:33]1[CH2:35][CH2:34]1)=[O:31]. The yield is 0.659.